This data is from Full USPTO retrosynthesis dataset with 1.9M reactions from patents (1976-2016). The task is: Predict the reactants needed to synthesize the given product. (1) Given the product [Br:1][C:2]1[S:3][CH:4]=[C:5]([CH:7]2[O:11][CH2:10][CH2:9][O:8]2)[N:6]=1, predict the reactants needed to synthesize it. The reactants are: [Br:1][C:2]1[S:3][CH:4]=[C:5]([CH:7]=[O:8])[N:6]=1.[CH2:9](O)[CH2:10][OH:11]. (2) Given the product [CH3:1][O:2][C:3]1[CH:4]=[C:5]([C:6]2[N:21]([CH3:34])[C:22]([C:23]3[C:24]([C:29]([F:32])([F:31])[F:30])=[N:25][CH:26]=[CH:27][CH:28]=3)=[N:18][N:19]=2)[CH:10]=[C:11]([N+:15]([O-:17])=[O:16])[C:12]=1[O:13][CH3:14], predict the reactants needed to synthesize it. The reactants are: [CH3:1][O:2][C:3]1[CH:4]=[C:5]([CH:10]=[C:11]([N+:15]([O-:17])=[O:16])[C:12]=1[O:13][CH3:14])[C:6](Cl)=NC.[N:18]1[NH:19]N=[N:21][C:22]=1[C:23]1[C:24]([C:29]([F:32])([F:31])[F:30])=[N:25][CH:26]=[CH:27][CH:28]=1.N1C=CC=C[CH:34]=1. (3) Given the product [Cl:19][C:20]1[CH:25]=[C:24]([Cl:26])[CH:23]=[CH:22][C:21]=1[C:27]1[C:7]([C:3]2[N:2]([CH3:1])[CH:6]=[CH:5][N:4]=2)=[CH:31][N:30]=[C:29]([NH:38][CH2:39][CH2:40][NH:41][C:9]2[CH:14]=[CH:13][C:12]([C:15]([F:18])([F:17])[F:16])=[CH:11][N:10]=2)[N:28]=1, predict the reactants needed to synthesize it. The reactants are: [CH3:1][N:2]1[CH:6]=[CH:5][N:4]=[C:3]1[CH3:7].Cl[C:9]1[CH:14]=[CH:13][C:12]([C:15]([F:18])([F:17])[F:16])=[CH:11][N:10]=1.[Cl:19][C:20]1[CH:25]=[C:24]([Cl:26])[CH:23]=[CH:22][C:21]=1[C:27]1C(C2NC=CN=2)=[CH:31][N:30]=[C:29]([NH:38][CH2:39][CH2:40][NH:41]C2C=CC([N+]([O-])=O)=CN=2)[N:28]=1. (4) Given the product [CH3:8][S:9]([O:40][CH2:39][C:30]1[C:31]([CH:34]([O:37][CH3:38])[O:35][CH3:36])=[N:32][C:33]2[N:24]([C:22](=[O:23])[NH:21][C:18]3[CH:17]=[C:16]([O:41][CH:42]([CH3:44])[CH3:43])[C:15]([C:13]#[N:14])=[CH:20][N:19]=3)[CH2:25][CH2:26][CH2:27][C:28]=2[CH:29]=1)(=[O:11])=[O:10], predict the reactants needed to synthesize it. The reactants are: C(N(CC)CC)C.[CH3:8][S:9](Cl)(=[O:11])=[O:10].[C:13]([C:15]1[C:16]([O:41][CH:42]([CH3:44])[CH3:43])=[CH:17][C:18]([NH:21][C:22]([N:24]2[C:33]3[C:28](=[CH:29][C:30]([CH2:39][OH:40])=[C:31]([CH:34]([O:37][CH3:38])[O:35][CH3:36])[N:32]=3)[CH2:27][CH2:26][CH2:25]2)=[O:23])=[N:19][CH:20]=1)#[N:14]. (5) Given the product [C:1]([O:5][C:6]([N:8]1[C@H:17]([C:18](=[O:19])[NH:73][C@H:56]([C:55]([O:54][CH3:53])=[O:74])[CH2:57][C:58]2[CH:59]=[CH:60][C:61]([O:64][C:65]3[CH:70]=[CH:69][N:68]=[C:67]([CH3:71])[C:66]=3[CH3:72])=[CH:62][CH:63]=2)[CH2:16][C:15]2[CH:14]=[C:13]3[O:21][CH2:22][C@H:23]([C:25]4[CH:30]=[CH:29][CH:28]=[C:27]([O:31][CH2:32][C:33]5[CH:38]=[CH:37][C:36]([Cl:39])=[C:35]([Cl:40])[CH:34]=5)[CH:26]=4)[O:24][C:12]3=[CH:11][C:10]=2[CH2:9]1)=[O:7])([CH3:2])([CH3:4])[CH3:3], predict the reactants needed to synthesize it. The reactants are: [C:1]([O:5][C:6]([N:8]1[C@H:17]([C:18](O)=[O:19])[CH2:16][C:15]2[CH:14]=[C:13]3[O:21][CH2:22][C@H:23]([C:25]4[CH:30]=[CH:29][CH:28]=[C:27]([O:31][CH2:32][C:33]5[CH:38]=[CH:37][C:36]([Cl:39])=[C:35]([Cl:40])[CH:34]=5)[CH:26]=4)[O:24][C:12]3=[CH:11][C:10]=2[CH2:9]1)=[O:7])([CH3:4])([CH3:3])[CH3:2].C1C=CC2N(O)N=NC=2C=1.Cl.Cl.[CH3:53][O:54][C:55](=[O:74])[C@@H:56]([NH2:73])[CH2:57][C:58]1[CH:63]=[CH:62][C:61]([O:64][C:65]2[CH:70]=[CH:69][N:68]=[C:67]([CH3:71])[C:66]=2[CH3:72])=[CH:60][CH:59]=1.CCN(C(C)C)C(C)C. (6) Given the product [F:71][C:67]1[C:68]([F:70])=[CH:69][C:64]([NH2:14])=[C:65]([O:72][CH2:73][CH2:74][CH3:75])[CH:66]=1, predict the reactants needed to synthesize it. The reactants are: C(=[NH:14])(C1C=CC=CC=1)C1C=CC=CC=1.CC1(C)C2C=CC=C(P(C3C=CC=CC=3)C3C=CC=CC=3)C=2OC2C1=CC=CC=2P(C1C=CC=CC=1)C1C=CC=CC=1.C(=O)([O-])[O-].[Cs+].[Cs+].Br[C:64]1[CH:69]=[C:68]([F:70])[C:67]([F:71])=[CH:66][C:65]=1[O:72][CH2:73][CH2:74][CH3:75].[Cl-].[NH4+]. (7) Given the product [OH:1][CH2:2][C:3]1[C:12]([C:13]2[CH:18]=[CH:17][CH:16]=[CH:15][CH:14]=2)=[CH:11][CH:10]=[C:9]2[C:4]=1[C:5]([CH3:29])=[CH:6][C:7]([CH3:28])([CH3:27])[NH:8]2, predict the reactants needed to synthesize it. The reactants are: [OH:1][CH2:2][C:3]1[C:12]([C:13]2[CH:18]=[CH:17][CH:16]=[CH:15][C:14]=2OS(C(F)(F)F)(=O)=O)=[CH:11][CH:10]=[C:9]2[C:4]=1[C:5]([CH3:29])=[CH:6][C:7]([CH3:28])([CH3:27])[NH:8]2.C(N(CC)CC)C.C(O)=O.